This data is from Full USPTO retrosynthesis dataset with 1.9M reactions from patents (1976-2016). The task is: Predict the reactants needed to synthesize the given product. (1) Given the product [CH2:1]=[O:7].[C:1]1([OH:7])[CH:6]=[CH:5][CH:4]=[CH:3][CH:2]=1, predict the reactants needed to synthesize it. The reactants are: [C:1]1([OH:7])[CH:6]=[CH:5][CH:4]=[CH:3][CH:2]=1.[OH-].[Na+].C=O.[Cl-]. (2) Given the product [CH3:1][O:2][C:3]1[C:8]([CH2:9][N:10]2[CH2:15][CH2:14][CH:13]([CH:16]=[C:45]([Br:49])[Br:46])[CH2:12][CH2:11]2)=[CH:7][CH:6]=[CH:5][N:4]=1, predict the reactants needed to synthesize it. The reactants are: [CH3:1][O:2][C:3]1[C:8]([CH2:9][N:10]2[CH2:15][CH2:14][CH:13]([CH2:16]C=O)[CH2:12][CH2:11]2)=[CH:7][CH:6]=[CH:5][N:4]=1.C(N(CC)CC)C.C1(P(C2C=CC=CC=2)C2C=CC=CC=2)C=CC=CC=1.[C:45]([Br:49])(Br)(Br)[Br:46].